This data is from Full USPTO retrosynthesis dataset with 1.9M reactions from patents (1976-2016). The task is: Predict the reactants needed to synthesize the given product. The reactants are: C(OC[N:10]1[C:18]2[C:17]([NH2:19])=[N:16][C:15]([CH2:20][CH2:21][CH2:22][CH3:23])=[N:14][C:13]=2[C:12]([C:24]#[C:25][CH2:26][CH2:27][CH2:28][N:29]2[CH2:34][CH2:33][N:32]([CH:35]([CH3:37])[CH3:36])[CH2:31][CH2:30]2)=[CH:11]1)C1C=CC=CC=1.[H][H]. Given the product [CH2:20]([C:15]1[N:16]=[C:17]([NH2:19])[C:18]2[NH:10][CH:11]=[C:12]([CH2:24][CH2:25][CH2:26][CH2:27][CH2:28][N:29]3[CH2:30][CH2:31][N:32]([CH:35]([CH3:37])[CH3:36])[CH2:33][CH2:34]3)[C:13]=2[N:14]=1)[CH2:21][CH2:22][CH3:23], predict the reactants needed to synthesize it.